This data is from Forward reaction prediction with 1.9M reactions from USPTO patents (1976-2016). The task is: Predict the product of the given reaction. (1) Given the reactants [Cl:1][C:2]1[C:11]2[C:6](=[CH:7][C:8]([N:20]3[CH2:24][CH2:23][C@@H:22]([N:25]([CH3:27])[CH3:26])[CH2:21]3)=[CH:9][C:10]=2[O:12][CH:13]2[CH2:18][CH2:17][N:16]([CH3:19])[CH2:15][CH2:14]2)[N:5]=[CH:4][N:3]=1.[Br:28][C:29]1[CH:30]=[C:31]([CH:33]=[CH:34][CH:35]=1)[NH2:32].Cl, predict the reaction product. The product is: [ClH:1].[Br:28][C:29]1[CH:30]=[C:31]([CH:33]=[CH:34][CH:35]=1)[NH:32][C:2]1[C:11]2[C:6](=[CH:7][C:8]([N:20]3[CH2:24][CH2:23][C@@H:22]([N:25]([CH3:26])[CH3:27])[CH2:21]3)=[CH:9][C:10]=2[O:12][CH:13]2[CH2:18][CH2:17][N:16]([CH3:19])[CH2:15][CH2:14]2)[N:5]=[CH:4][N:3]=1. (2) The product is: [OH:8][C:9]1[C:10]([C:19]([NH:21][C:22]2[CH:34]=[C:33]([C:35]3[CH:40]=[CH:39][CH:38]=[CH:37][CH:36]=3)[CH:32]=[CH:31][C:23]=2[C:24]([OH:26])=[O:25])=[O:20])=[CH:11][C:12]2[O:17][CH2:16][CH2:15][O:14][C:13]=2[CH:18]=1. Given the reactants FC(F)(F)C(O)=O.[OH:8][C:9]1[C:10]([C:19]([NH:21][C:22]2[CH:34]=[C:33]([C:35]3[CH:40]=[CH:39][CH:38]=[CH:37][CH:36]=3)[CH:32]=[CH:31][C:23]=2[C:24]([O:26]C(C)(C)C)=[O:25])=[O:20])=[CH:11][C:12]2[O:17][CH2:16][CH2:15][O:14][C:13]=2[CH:18]=1, predict the reaction product. (3) Given the reactants [NH2:1][C:2]1[CH:3]=[CH:4][C:5]([F:19])=[C:6]([C@:8]2([CH3:18])[C:14]([F:16])([F:15])[CH2:13][O:12][CH2:11][C:10]([NH2:17])=[N:9]2)[CH:7]=1.[S:20]1[CH:24]=[CH:23][N:22]=[C:21]1[C:25]1[CH:26]=[CH:27][C:28]([C:31]([OH:33])=[O:32])=[N:29][CH:30]=1, predict the reaction product. The product is: [CH:31]([OH:33])=[O:32].[NH2:17][C:10]1[CH2:11][O:12][CH2:13][C:14]([F:15])([F:16])[C@:8]([C:6]2[CH:7]=[C:2]([NH:1][C:31](=[O:32])[C:28]3[CH:27]=[CH:26][C:25]([C:21]4[S:20][CH:24]=[CH:23][N:22]=4)=[CH:30][N:29]=3)[CH:3]=[CH:4][C:5]=2[F:19])([CH3:18])[N:9]=1. (4) Given the reactants CCC(=O)CC(=O)CC.[CH3:10][CH:11]([C:13](=[O:20])[CH2:14][C:15](=[O:19])[CH:16]([CH3:18])[CH3:17])[CH3:12], predict the reaction product. The product is: [CH3:18][CH:16]([CH:15]([OH:19])[CH2:14][CH:13]([OH:20])[CH:11]([CH3:12])[CH3:10])[CH3:17]. (5) Given the reactants C[O:2][C:3]1[C:8]([C:9]([F:12])([F:11])[F:10])=[CH:7][CH:6]=[CH:5][N:4]=1.Br, predict the reaction product. The product is: [F:12][C:9]([F:10])([F:11])[C:8]1[C:3]([OH:2])=[N:4][CH:5]=[CH:6][CH:7]=1. (6) Given the reactants [F:1][C:2]([F:15])([F:14])[CH:3]([OH:13])/[CH:4]=[C:5](\[CH3:12])/[CH2:6][CH2:7][CH:8]=[C:9]([CH3:11])[CH3:10].C(O)(=O)C.C(O)(=O)C.IC1C=CC=CC=1, predict the reaction product. The product is: [F:1][C:2]([F:14])([F:15])[C:3](=[O:13])/[CH:4]=[C:5](\[CH3:12])/[CH2:6][CH2:7][CH:8]=[C:9]([CH3:10])[CH3:11]. (7) Given the reactants [CH3:1][O:2][C:3]1[CH:8]=[CH:7][C:6]([C:9]2[CH:17]=[CH:16][CH:15]=[C:14]3[C:10]=2[CH2:11][C:12](=[O:18])[NH:13]3)=[CH:5][CH:4]=1.[N:19]1([CH2:24][CH2:25][NH:26][C:27]([C:29]2[C:33]([CH3:34])=[C:32]([CH:35]=O)[NH:31][C:30]=2[CH3:37])=[O:28])[CH2:23][CH2:22][CH2:21][CH2:20]1, predict the reaction product. The product is: [N:19]1([CH2:24][CH2:25][NH:26][C:27]([C:29]2[C:33]([CH3:34])=[C:32]([CH:35]=[C:11]3[C:10]4[C:14](=[CH:15][CH:16]=[CH:17][C:9]=4[C:6]4[CH:7]=[CH:8][C:3]([O:2][CH3:1])=[CH:4][CH:5]=4)[NH:13][C:12]3=[O:18])[NH:31][C:30]=2[CH3:37])=[O:28])[CH2:23][CH2:22][CH2:21][CH2:20]1.